This data is from Full USPTO retrosynthesis dataset with 1.9M reactions from patents (1976-2016). The task is: Predict the reactants needed to synthesize the given product. (1) Given the product [Cl:49][C:4]1[CH:3]=[CH:2][CH:7]=[CH:6][C:5]=1[NH:8][C:9]1[CH:14]=[CH:13][C:12]([S:15]([CH3:18])(=[O:17])=[O:16])=[CH:11][C:10]=1[C:19]1[C:20]2[CH:29]=[C:28]([C:30]3[CH:31]=[N:32][N:33]([CH3:35])[CH:34]=3)[NH:27][C:21]=2[C:22](=[O:26])[N:23]([CH3:25])[CH:24]=1, predict the reactants needed to synthesize it. The reactants are: Cl[C:2]1[CH:7]=[CH:6][C:5]([NH:8][C:9]2[CH:14]=[CH:13][C:12]([S:15]([CH3:18])(=[O:17])=[O:16])=[CH:11][C:10]=2[C:19]2[C:20]3[CH:29]=[C:28]([C:30]4[CH:31]=[N:32][N:33]([CH3:35])[CH:34]=4)[N:27](S(C4C=CC(C)=CC=4)(=O)=O)[C:21]=3[C:22](=[O:26])[N:23]([CH3:25])[CH:24]=2)=[CH:4][CH:3]=1.[OH-].[Na+].O.[ClH:49]. (2) Given the product [Br:15][C:16]1[N:21]=[C:20]([CH2:22][N:24]2[CH2:29][CH2:28][O:27][CH2:26][CH2:25]2)[CH:19]=[CH:18][CH:17]=1, predict the reactants needed to synthesize it. The reactants are: [BH-](OC(C)=O)(OC(C)=O)OC(C)=O.[Na+].[Br:15][C:16]1[N:21]=[C:20]([CH:22]=O)[CH:19]=[CH:18][CH:17]=1.[NH:24]1[CH2:29][CH2:28][O:27][CH2:26][CH2:25]1.C([O-])(O)=O.[Na+]. (3) Given the product [F:1][C:2]1[CH:19]=[CH:18][C:17]([C:20]2[NH:24][N:23]=[N:22][N:21]=2)=[CH:16][C:3]=1[N:4]([CH2:5][C:6]1[CH:15]=[CH:14][C:13]2[C:8](=[CH:9][CH:10]=[CH:11][CH:12]=2)[CH:7]=1)[C:25](=[O:30])[CH2:26][CH2:27][CH2:28][CH3:29], predict the reactants needed to synthesize it. The reactants are: [F:1][C:2]1[CH:19]=[CH:18][C:17]([C:20]2[NH:24][N:23]=[N:22][N:21]=2)=[CH:16][C:3]=1[NH:4][CH2:5][C:6]1[CH:15]=[CH:14][C:13]2[C:8](=[CH:9][CH:10]=[CH:11][CH:12]=2)[CH:7]=1.[C:25](Cl)(=[O:30])[CH2:26][CH2:27][CH2:28][CH3:29]. (4) Given the product [Br:7][CH2:12][CH2:11]/[CH:10]=[C:9](\[CH3:8])/[CH2:14][CH2:15][CH:16]=[C:17]([CH3:24])[CH2:18][CH2:19][CH:20]=[C:21]([CH3:23])[CH3:22], predict the reactants needed to synthesize it. The reactants are: C([O-])(=O)C.[OH-].[K+].[Br-:7].[CH3:8][C:9]([CH2:14][CH2:15]/[CH:16]=[C:17](\[CH3:24])/[CH2:18][CH2:19][CH:20]=[C:21]([CH3:23])[CH3:22])=[CH:10][CH2:11][CH2:12]O. (5) Given the product [CH2:29]([O:36][CH2:37][CH2:38][O:39][C:40]1[CH:45]=[CH:44][C:43]([NH:46][C:47](=[O:58])[CH2:48][C:49]2[C:50]([F:57])=[CH:51][C:52]([C:8]3[CH:7]=[N:6][C:5]([O:19][CH2:20][C:21]4[CH:22]=[CH:23][C:24]([O:27][CH3:28])=[CH:25][CH:26]=4)=[C:4]([O:3][CH2:1][CH3:2])[CH:9]=3)=[CH:53][C:54]=2[F:55])=[CH:42][C:41]=1[C:59]([F:61])([F:60])[F:62])[C:30]1[CH:35]=[CH:34][CH:33]=[CH:32][CH:31]=1, predict the reactants needed to synthesize it. The reactants are: [CH2:1]([O:3][C:4]1[C:5]([O:19][CH2:20][C:21]2[CH:26]=[CH:25][C:24]([O:27][CH3:28])=[CH:23][CH:22]=2)=[N:6][CH:7]=[C:8](B2OC(C)(C)C(C)(C)O2)[CH:9]=1)[CH3:2].[CH2:29]([O:36][CH2:37][CH2:38][O:39][C:40]1[CH:45]=[CH:44][C:43]([NH:46][C:47](=[O:58])[CH2:48][C:49]2[C:54]([F:55])=[CH:53][C:52](Br)=[CH:51][C:50]=2[F:57])=[CH:42][C:41]=1[C:59]([F:62])([F:61])[F:60])[C:30]1[CH:35]=[CH:34][CH:33]=[CH:32][CH:31]=1.C([O-])([O-])=O.[Cs+].[Cs+]. (6) Given the product [CH3:19][O:18][C:16]1[CH:15]=[CH:14][C:12]2[N:13]=[C:9]([NH:8][C:6](=[O:7])[C:5]3[CH:20]=[CH:21][C:2]([NH:28][C:29]4[CH:34]=[CH:33][CH:32]=[CH:31][CH:30]=4)=[CH:3][CH:4]=3)[S:10][C:11]=2[CH:17]=1, predict the reactants needed to synthesize it. The reactants are: I[C:2]1[CH:21]=[CH:20][C:5]([C:6]([NH:8][C:9]2[S:10][C:11]3[CH:17]=[C:16]([O:18][CH3:19])[CH:15]=[CH:14][C:12]=3[N:13]=2)=[O:7])=[CH:4][CH:3]=1.CC(C)([O-])C.[Na+].[NH2:28][C:29]1[CH:34]=[CH:33][CH:32]=[CH:31][CH:30]=1. (7) Given the product [C:1]([C:3]([C:18]1[S:22][C:21]([Br:23])=[CH:20][CH:19]=1)([CH:15]([CH3:16])[CH3:17])[CH2:4][CH2:5][CH2:6][N:51]1[CH2:50][CH2:49][N:48]([CH2:47][CH2:46][O:45][C:44]2[CH:54]=[CH:55][CH:56]=[C:42]([C:40]#[N:41])[CH:43]=2)[CH2:53][CH2:52]1)#[N:2], predict the reactants needed to synthesize it. The reactants are: [C:1]([C:3]([C:18]1[S:22][C:21]([Br:23])=[CH:20][CH:19]=1)([CH:15]([CH3:17])[CH3:16])[CH2:4][CH2:5][CH2:6]O[Si](C(C)(C)C)(C)C)#[N:2].C(C(C1SC(Br)=CC=1)(C(C)C)CCCO)#N.[C:40]([C:42]1[CH:43]=[C:44]([CH:54]=[CH:55][CH:56]=1)[O:45][CH2:46][CH2:47][N:48]1[CH2:53][CH2:52][NH:51][CH2:50][CH2:49]1)#[N:41].